Task: Regression. Given two drug SMILES strings and cell line genomic features, predict the synergy score measuring deviation from expected non-interaction effect.. Dataset: Merck oncology drug combination screen with 23,052 pairs across 39 cell lines Drug 1: N#Cc1ccc(Cn2cncc2CN2CCN(c3cccc(Cl)c3)C(=O)C2)cc1. Drug 2: Nc1ccn(C2OC(CO)C(O)C2(F)F)c(=O)n1. Cell line: UACC62. Synergy scores: synergy=5.44.